This data is from Reaction yield outcomes from USPTO patents with 853,638 reactions. The task is: Predict the reaction yield, written as a fraction of the theoretical maximum amount of product (1.0 means a 100% yield; for example, 0.34 means a 34% yield). (1) The reactants are [Cl:1][C:2]1[CH:3]=[C:4]([CH:13]([NH:16][C:17]([CH3:20])([CH3:19])[CH3:18])[CH2:14][OH:15])[CH:5]=[C:6]([C:9]([F:12])([F:11])[F:10])[C:7]=1[NH2:8].[C:21]([C@@:29]([C:44]([OH:46])=[O:45])([OH:43])[C@@:30]([C:35](=[O:42])[C:36]1[CH:41]=[CH:40][CH:39]=[CH:38][CH:37]=1)([OH:34])[C:31]([OH:33])=[O:32])(=[O:28])[C:22]1[CH:27]=[CH:26][CH:25]=[CH:24][CH:23]=1. The catalyst is C(O)C. The product is [C:35]([C@@:30]([C:31]([OH:33])=[O:32])([OH:34])[C@@:29]([C:21](=[O:28])[C:22]1[CH:27]=[CH:26][CH:25]=[CH:24][CH:23]=1)([OH:43])[C:44]([OH:46])=[O:45])(=[O:42])[C:36]1[CH:41]=[CH:40][CH:39]=[CH:38][CH:37]=1.[Cl:1][C:2]1[CH:3]=[C:4]([CH:13]([NH:16][C:17]([CH3:20])([CH3:19])[CH3:18])[CH2:14][OH:15])[CH:5]=[C:6]([C:9]([F:12])([F:11])[F:10])[C:7]=1[NH2:8]. The yield is 0.912. (2) The reactants are C(OC([NH:8][C@:9]1([C:16]([O:18][CH2:19][CH3:20])=[O:17])[CH2:14][C:13](=[O:15])[NH:12][C:10]1=[O:11])=O)(C)(C)C.[ClH:21]. The catalyst is C(OCC)(=O)C. The product is [ClH:21].[NH2:8][C@:9]1([C:16]([O:18][CH2:19][CH3:20])=[O:17])[CH2:14][C:13](=[O:15])[NH:12][C:10]1=[O:11]. The yield is 0.950.